From a dataset of Reaction yield outcomes from USPTO patents with 853,638 reactions. Predict the reaction yield, written as a fraction of the theoretical maximum amount of product (1.0 means a 100% yield; for example, 0.34 means a 34% yield). (1) The reactants are [F:1][C:2]([F:24])([F:23])[O:3][C:4]1[CH:9]=[CH:8][C:7]([N:10]2[CH:14]=[N:13][C:12]([C:15]3[CH:22]=[CH:21][C:18]([CH:19]=O)=[CH:17][CH:16]=3)=[N:11]2)=[CH:6][CH:5]=1.[C:25]([CH2:27][C:28]([O:30][CH2:31][CH3:32])=[O:29])#[N:26].N1CCCC1. The catalyst is C(O)C. The product is [C:25](/[C:27](=[CH:19]/[C:18]1[CH:21]=[CH:22][C:15]([C:12]2[N:13]=[CH:14][N:10]([C:7]3[CH:8]=[CH:9][C:4]([O:3][C:2]([F:23])([F:1])[F:24])=[CH:5][CH:6]=3)[N:11]=2)=[CH:16][CH:17]=1)/[C:28]([O:30][CH2:31][CH3:32])=[O:29])#[N:26]. The yield is 0.500. (2) The reactants are CN(C=O)C.[C:6]1([C:12]2[CH:13]=[CH:14][C:15]3[N:16]([C:18]([CH2:21][NH:22][C:23]4[CH:24]=[CH:25][N:26]=[C:27]5[C:32]=4[N:31]=[CH:30][C:29]([OH:33])=[CH:28]5)=[N:19][N:20]=3)[N:17]=2)[CH:11]=[CH:10][CH:9]=[CH:8][CH:7]=1.Cl[C:35]([F:40])([F:39])C([O-])=O.[Na+].C(=O)([O-])[O-].[Cs+].[Cs+]. The catalyst is O. The product is [F:39][CH:35]([F:40])[O:33][C:29]1[CH:28]=[C:27]2[C:32]([C:23]([NH:22][CH2:21][C:18]3[N:16]4[N:17]=[C:12]([C:6]5[CH:7]=[CH:8][CH:9]=[CH:10][CH:11]=5)[CH:13]=[CH:14][C:15]4=[N:20][N:19]=3)=[CH:24][CH:25]=[N:26]2)=[N:31][CH:30]=1. The yield is 0.170.